From a dataset of Forward reaction prediction with 1.9M reactions from USPTO patents (1976-2016). Predict the product of the given reaction. (1) Given the reactants ClC(OC(Cl)C)=O.C([N:15]1[CH2:24][CH2:23][C:22]2[N:21]=[C:20]3[CH:25]=[CH:26][CH:27]=[CH:28][C:19]3=[C:18]([Cl:29])[C:17]=2[CH2:16]1)C1C=CC=CC=1, predict the reaction product. The product is: [Cl:29][C:18]1[C:17]2[CH2:16][NH:15][CH2:24][CH2:23][C:22]=2[N:21]=[C:20]2[CH:25]=[CH:26][CH:27]=[CH:28][C:19]=12. (2) Given the reactants Cl[CH:2]([Cl:4])C.[F:5][C:6]([F:17])([F:16])[C:7]1[CH:8]=[C:9]([CH:13]=[CH:14][CH:15]=1)[C:10](Cl)=[O:11].[O:18]1CCCOO1, predict the reaction product. The product is: [F:5][C:6]([F:17])([F:16])[C:7]1[CH:8]=[C:9]([CH:13]=[CH:14][CH:15]=1)[C:10]([O:18][CH2:2][Cl:4])=[O:11]. (3) Given the reactants CS(O[CH2:6][C@H:7]1[CH2:12][N:11]([S:13]([C:16]2[S:17][CH:18]=[CH:19][CH:20]=2)(=[O:15])=[O:14])[CH2:10][CH2:9][N:8]1[C:21]1[CH:26]=[CH:25][C:24]([C:27]([OH:33])([CH3:32])[C:28]([F:31])([F:30])[F:29])=[CH:23][CH:22]=1)(=O)=O.[CH:34]1([NH2:37])[CH2:36][CH2:35]1, predict the reaction product. The product is: [CH:34]1([NH:37][CH2:6][C@H:7]2[CH2:12][N:11]([S:13]([C:16]3[S:17][CH:18]=[CH:19][CH:20]=3)(=[O:14])=[O:15])[CH2:10][CH2:9][N:8]2[C:21]2[CH:22]=[CH:23][C:24]([C:27]([OH:33])([CH3:32])[C:28]([F:30])([F:29])[F:31])=[CH:25][CH:26]=2)[CH2:36][CH2:35]1. (4) Given the reactants [CH3:1][O:2][C@H:3]1[CH2:7][CH2:6][N:5]([C:8](=O)[C@@H:9]([NH:16][CH3:17])[C:10]2[CH:15]=[CH:14][CH:13]=[CH:12][CH:11]=2)[CH2:4]1.[H-].[H-].[H-].[H-].[Li+].[Al+3], predict the reaction product. The product is: [CH3:1][O:2][C@H:3]1[CH2:7][CH2:6][N:5]([CH2:8][C@H:9]([C:10]2[CH:15]=[CH:14][CH:13]=[CH:12][CH:11]=2)[NH:16][CH3:17])[CH2:4]1.